The task is: Predict the product of the given reaction.. This data is from Forward reaction prediction with 1.9M reactions from USPTO patents (1976-2016). (1) Given the reactants [CH3:1][O:2][C:3]1([C:22]([F:25])([F:24])[F:23])[CH2:6][CH:5]([C:7]2[O:11][N:10]=[C:9]([C:12]3[CH:17]=[CH:16][C:15]([CH3:18])=[C:14]([N+:19]([O-])=O)[CH:13]=3)[N:8]=2)[CH2:4]1.O.O.[Sn](Cl)Cl.C(=O)(O)[O-].[Na+], predict the reaction product. The product is: [CH3:1][O:2][C:3]1([C:22]([F:24])([F:25])[F:23])[CH2:4][CH:5]([C:7]2[O:11][N:10]=[C:9]([C:12]3[CH:17]=[CH:16][C:15]([CH3:18])=[C:14]([CH:13]=3)[NH2:19])[N:8]=2)[CH2:6]1. (2) Given the reactants [CH2:1]([O:3][C:4](=[O:12])[C:5]([CH2:10][OH:11])([CH2:8][OH:9])[CH:6]=[CH2:7])[CH3:2].[F:13][CH2:14][C:15]([CH2:17][F:18])=O, predict the reaction product. The product is: [CH2:1]([O:3][C:4]([C:5]1([CH:6]=[CH2:7])[CH2:8][O:9][C:15]([CH2:17][F:18])([CH2:14][F:13])[O:11][CH2:10]1)=[O:12])[CH3:2].